From a dataset of Full USPTO retrosynthesis dataset with 1.9M reactions from patents (1976-2016). Predict the reactants needed to synthesize the given product. (1) Given the product [Br:31][C:32]1[CH:33]=[CH:34][C:35]([O:1][C:2]2[CH:3]=[C:4]([C@H:8]3[CH2:12][C:11]4([CH2:17][CH2:16][N:15]([C:18]([O:20][C:21]([CH3:24])([CH3:23])[CH3:22])=[O:19])[CH2:14][CH2:13]4)[O:10][CH2:9]3)[CH:5]=[CH:6][CH:7]=2)=[N:36][CH:37]=1, predict the reactants needed to synthesize it. The reactants are: [OH:1][C:2]1[CH:3]=[C:4]([C@H:8]2[CH2:12][C:11]3([CH2:17][CH2:16][N:15]([C:18]([O:20][C:21]([CH3:24])([CH3:23])[CH3:22])=[O:19])[CH2:14][CH2:13]3)[O:10][CH2:9]2)[CH:5]=[CH:6][CH:7]=1.C(=O)([O-])[O-].[Cs+].[Cs+].[Br:31][C:32]1[CH:33]=[CH:34][C:35](F)=[N:36][CH:37]=1.O. (2) Given the product [Br:8][C:5]1[CH:6]=[CH:7][C:2]2[N:3]([CH:10]=[CH:11][N:1]=2)[CH:4]=1, predict the reactants needed to synthesize it. The reactants are: [NH2:1][C:2]1[CH:7]=[CH:6][C:5]([Br:8])=[CH:4][N:3]=1.Cl[CH2:10][CH:11]=O.C(=O)(O)[O-].[Na+]. (3) Given the product [O:1]1[C:5]2[CH:6]=[CH:7][C:8]([CH2:10][CH:11]3[NH:12][CH2:13][CH2:14][N:15]([C:17]4[C:26]5[C:21](=[CH:22][CH:23]=[C:24]([O:27][CH3:28])[CH:25]=5)[CH:20]=[CH:19][N:18]=4)[CH2:16]3)=[CH:9][C:4]=2[O:3][CH2:2]1, predict the reactants needed to synthesize it. The reactants are: [O:1]1[C:5]2[CH:6]=[CH:7][C:8]([CH2:10][CH:11]3[CH2:16][N:15]([C:17]4[C:26]5[C:21](=[CH:22][CH:23]=[C:24]([O:27][CH3:28])[CH:25]=5)[CH:20]=[CH:19][N:18]=4)[CH2:14][CH2:13][N:12]3C(OC(C)(C)C)=O)=[CH:9][C:4]=2[O:3][CH2:2]1.C(=O)([O-])O.[Na+]. (4) Given the product [C:15]([CH:18]([NH:30][C:31]([CH:33]1[CH2:38][CH2:37][CH2:36][CH2:35][N:34]1[C:12](=[O:14])[CH2:11][S:10][CH2:9][P:4](=[O:5])([OH:3])[OH:6])=[O:32])[CH2:19][C:20]1[CH:29]=[CH:28][C:27]2[C:22](=[CH:23][CH:24]=[CH:25][CH:26]=2)[CH:21]=1)(=[O:17])[NH2:16], predict the reactants needed to synthesize it. The reactants are: C([O:3][P:4]([CH2:9][S:10][CH2:11][C:12]([OH:14])=O)([O:6]CC)=[O:5])C.[C:15]([CH:18]([NH:30][C:31]([CH:33]1[CH2:38][CH2:37][CH2:36][CH2:35][NH:34]1)=[O:32])[CH2:19][C:20]1[CH:29]=[CH:28][C:27]2[C:22](=[CH:23][CH:24]=[CH:25][CH:26]=2)[CH:21]=1)(=[O:17])[NH2:16].C(OP(=O)OCC)C. (5) The reactants are: [CH3:1][O:2][C:3]1[CH:4]=[CH:5][C:6]([C:10]2[S:11][C:12]3[CH:18]=[C:17]([O:19][CH3:20])[CH:16]=[CH:15][C:13]=3[N:14]=2)=[C:7]([NH2:9])[CH:8]=1.[N:21]1([CH2:27][CH2:28][O:29][C:30]2[CH:37]=[CH:36][C:33]([CH:34]=O)=[CH:32][CH:31]=2)[CH2:26][CH2:25][CH2:24][CH2:23][CH2:22]1.N. Given the product [CH3:1][O:2][C:3]1[CH:4]=[CH:5][C:6]([C:10]2[S:11][C:12]3[CH:18]=[C:17]([O:19][CH3:20])[CH:16]=[CH:15][C:13]=3[N:14]=2)=[C:7]([NH:9][CH2:34][C:33]2[CH:32]=[CH:31][C:30]([O:29][CH2:28][CH2:27][N:21]3[CH2:26][CH2:25][CH2:24][CH2:23][CH2:22]3)=[CH:37][CH:36]=2)[CH:8]=1, predict the reactants needed to synthesize it.